This data is from Reaction yield outcomes from USPTO patents with 853,638 reactions. The task is: Predict the reaction yield, written as a fraction of the theoretical maximum amount of product (1.0 means a 100% yield; for example, 0.34 means a 34% yield). (1) The product is [ClH:1].[S:20]1[CH:21]=[CH:22][C:18]([CH2:17][CH2:16][N:13]2[CH:6]=[C:5]([CH2:4][CH2:3][CH2:2][C:7]3[N:8]=[C:9]([NH2:12])[NH:10][CH:11]=3)[N:15]=[N:14]2)=[CH:19]1. The reactants are [ClH:1].[CH2:2]([C:7]1[N:8]=[C:9]([NH2:12])[NH:10][CH:11]=1)[CH2:3][CH2:4][C:5]#[CH:6].[N:13]([CH2:16][CH2:17][C:18]1[CH:22]=[CH:21][S:20][CH:19]=1)=[N+:14]=[N-:15]. The yield is 0.410. No catalyst specified. (2) The reactants are [C:1]([C@H:5]1[CH2:10][CH2:9][C@H:8]([O:11][C:12]2[CH:13]=[C:14]3[C:19](=[CH:20][CH:21]=2)[CH:18]=[C:17]([C:22]#[N:23])[CH:16]=[CH:15]3)[CH2:7][CH2:6]1)([CH3:4])([CH3:3])[CH3:2].[NH4+].[OH-]. The catalyst is CO.[Ni]. The product is [C:1]([C@H:5]1[CH2:10][CH2:9][C@H:8]([O:11][C:12]2[CH:13]=[C:14]3[C:19](=[CH:20][CH:21]=2)[CH:18]=[C:17]([CH2:22][NH2:23])[CH:16]=[CH:15]3)[CH2:7][CH2:6]1)([CH3:4])([CH3:2])[CH3:3]. The yield is 0.630. (3) The reactants are [OH:1][CH2:2][C:3]1[CH:4]=[C:5]([CH:22]=[CH:23][C:24]=1[N+:25]([O-:27])=[O:26])[O:6][CH2:7][CH2:8][CH2:9][O:10][C:11]1[CH:12]=[CH:13][C:14]([N+:19]([O-:21])=[O:20])=[C:15]([CH2:17][OH:18])[CH:16]=1.[C:28](Cl)(C1C=CC=CC=1)([C:37]1[CH:44]=[CH:43][C:40]([O:41][CH3:42])=[CH:39][CH:38]=1)[C:29]1[CH:36]=[CH:35][C:32]([O:33][CH3:34])=[CH:31][CH:30]=1. The catalyst is N1C=CC=CC=1.C([O-])(O)=O.[Na+]. The product is [CH3:42][O:41][C:40]1[CH:39]=[CH:38][C:37]([CH:28]([C:29]2[CH:30]=[CH:31][C:32]([O:33][CH3:34])=[CH:35][CH:36]=2)[O:1][CH:2]([C:3]2[CH:4]=[CH:5][CH:22]=[CH:23][CH:24]=2)[C:3]2[CH:4]=[C:5]([CH:22]=[CH:23][C:24]=2[N+:25]([O-:27])=[O:26])[O:6][CH2:7][CH2:8][CH2:9][O:10][C:11]2[CH:12]=[CH:13][C:14]([N+:19]([O-:21])=[O:20])=[C:15]([CH2:17][OH:18])[CH:16]=2)=[CH:44][CH:43]=1. The yield is 0.450. (4) The catalyst is C(O)C. The reactants are [CH3:1][NH:2][CH2:3][CH2:4][N:5]1[CH:9]=[CH:8][CH:7]=[CH:6]1.O=[C:11]1[CH2:16][CH2:15][N:14]([C:17]([O:19][C:20]([CH3:23])([CH3:22])[CH3:21])=[O:18])[CH2:13][CH2:12]1.CC1C=CC(S(O)(=O)=O)=CC=1.O. The yield is 0.780. The product is [CH3:1][N:2]1[C:11]2([CH2:16][CH2:15][N:14]([C:17]([O:19][C:20]([CH3:23])([CH3:22])[CH3:21])=[O:18])[CH2:13][CH2:12]2)[C:6]2=[CH:7][CH:8]=[CH:9][N:5]2[CH2:4][CH2:3]1.